From a dataset of Reaction yield outcomes from USPTO patents with 853,638 reactions. Predict the reaction yield, written as a fraction of the theoretical maximum amount of product (1.0 means a 100% yield; for example, 0.34 means a 34% yield). (1) The reactants are [CH3:16][C:11]1([CH3:17])[C:12]([CH3:15])([CH3:14])[O:13][B:9]([B:9]2[O:13][C:12]([CH3:15])([CH3:14])[C:11]([CH3:17])([CH3:16])[O:10]2)[O:10]1.[F:19][CH:20]([F:29])[C:21]1[CH:22]=[C:23]([CH:26]=[CH:27][CH:28]=1)[C:24]#[N:25]. The catalyst is CCCCCC.CCOC(C)=O.CO.CO.C1CC=CCCC=C1.C1CC=CCCC=C1.[Ir].[Ir]. The product is [F:19][CH:20]([F:29])[C:21]1[CH:22]=[C:23]([CH:26]=[C:27]([B:9]2[O:10][C:11]([CH3:16])([CH3:17])[C:12]([CH3:14])([CH3:15])[O:13]2)[CH:28]=1)[C:24]#[N:25]. The yield is 0.130. (2) The reactants are [CH:1]([C:3]1[CH:10]=[CH:9][C:6]([C:7]#[N:8])=[CH:5][C:4]=1[O:11][CH3:12])=O.[CH2:13]([C:15]1[N:16]=[C:17]([CH2:20][C:21]([CH3:23])=[O:22])[S:18][CH:19]=1)[CH3:14].N1CCCCC1.C(O)(=O)C. The catalyst is ClCCl. The product is [CH2:13]([C:15]1[N:16]=[C:17]([C:20]([C:21](=[O:22])[CH3:23])=[CH:1][C:3]2[CH:10]=[CH:9][C:6]([C:7]#[N:8])=[CH:5][C:4]=2[O:11][CH3:12])[S:18][CH:19]=1)[CH3:14]. The yield is 0.660. (3) The reactants are [CH:1]1([CH2:7][CH2:8][CH2:9][C:10]2([CH3:39])[C:19]3[C:14](=[CH:15][CH:16]=[CH:17][CH:18]=3)[C:13]([OH:20])=[C:12]([C:21]3[NH:26][C:25]4[CH:27]=[CH:28][C:29]([NH:31][S:32]([CH3:35])(=[O:34])=[O:33])=[CH:30][C:24]=4[S:23](=[O:37])(=[O:36])[N:22]=3)[C:11]2=[O:38])[CH2:6][CH2:5][CH2:4][CH2:3][CH2:2]1.[OH-].[Na+:41]. The catalyst is O. The product is [CH:1]1([CH2:7][CH2:8][CH2:9][C:10]2([CH3:39])[C:19]3[C:14](=[CH:15][CH:16]=[CH:17][CH:18]=3)[C:13]([O-:20])=[C:12]([C:21]3[NH:26][C:25]4[CH:27]=[CH:28][C:29]([NH:31][S:32]([CH3:35])(=[O:34])=[O:33])=[CH:30][C:24]=4[S:23](=[O:36])(=[O:37])[N:22]=3)[C:11]2=[O:38])[CH2:6][CH2:5][CH2:4][CH2:3][CH2:2]1.[Na+:41]. The yield is 0.950. (4) The reactants are [Cl:1][C:2]1[N:3]=[CH:4][C:5]2[S:10][CH:9]=[C:8]([C:11]([OH:13])=O)[C:6]=2[N:7]=1.S(Cl)([Cl:16])=O. No catalyst specified. The product is [Cl:1][C:2]1[N:3]=[CH:4][C:5]2[S:10][CH:9]=[C:8]([C:11]([Cl:16])=[O:13])[C:6]=2[N:7]=1. The yield is 0.995.